The task is: Predict the reactants needed to synthesize the given product.. This data is from Full USPTO retrosynthesis dataset with 1.9M reactions from patents (1976-2016). (1) The reactants are: [Cl:1][C:2]1[CH:7]=[CH:6][CH:5]=[C:4]([Cl:8])[C:3]=1[C:9]1[C:14]2[O:15][C@@H:16]([CH2:19]OS(C3C=CC(C)=CC=3)(=O)=O)[CH2:17][O:18][C:13]=2[CH:12]=[CH:11][CH:10]=1.[N-:31]=[N+:32]=[N-:33].[Na+]. Given the product [N:31]([CH2:19][C@@H:16]1[O:15][C:14]2[C:9]([C:3]3[C:2]([Cl:1])=[CH:7][CH:6]=[CH:5][C:4]=3[Cl:8])=[CH:10][CH:11]=[CH:12][C:13]=2[O:18][CH2:17]1)=[N+:32]=[N-:33], predict the reactants needed to synthesize it. (2) The reactants are: [Cl-].[Cl:2][C:3]1[C:12]2[C:7](=[CH:8][C:9]([C:13]#[N:14])=[CH:10][CH:11]=2)[CH:6]=[CH:5][C:4]=1[O:15][CH2:16][CH2:17][NH3+:18].[S:19]1[CH:23]=[CH:22][CH:21]=[C:20]1[CH:24]=O. Given the product [Cl:2][C:3]1[C:4]([O:15][CH2:16][CH2:17][NH:18][CH2:24][C:20]2[S:19][CH:23]=[CH:22][CH:21]=2)=[CH:5][CH:6]=[C:7]2[C:12]=1[CH:11]=[CH:10][C:9]([C:13]#[N:14])=[CH:8]2, predict the reactants needed to synthesize it. (3) Given the product [CH3:1][C:2]1[CH:3]=[C:23]([C:22]([OH:20])=[O:24])[C:5]2[CH:10]=[N:9][N:8]([CH2:11][C:12]3[CH:17]=[CH:16][CH:15]=[CH:14][CH:13]=3)[C:6]=2[N:7]=1, predict the reactants needed to synthesize it. The reactants are: [CH3:1][C:2]1[CH:3]=C(C#N)[C:5]2[CH:10]=[N:9][N:8]([CH2:11][C:12]3[CH:17]=[CH:16][CH:15]=[CH:14][CH:13]=3)[C:6]=2[N:7]=1.[OH-:20].[Na+].[CH2:22]([OH:24])[CH3:23]. (4) Given the product [F:1][C:2]1[CH:3]=[C:4]([CH:7]=[CH:8][C:9]=1[CH2:10][C:11]1[CH:12]=[C:13]2[C:17](=[C:18]([CH3:21])[C:19]=1[CH3:20])[CH2:16][N:15]([C@H:22]1[C@H:27]([OH:28])[CH2:26][CH2:25][O:24][CH2:23]1)[C:14]2=[O:29])[C:5]([NH2:6])=[O:31], predict the reactants needed to synthesize it. The reactants are: [F:1][C:2]1[CH:3]=[C:4]([CH:7]=[CH:8][C:9]=1[CH2:10][C:11]1[CH:12]=[C:13]2[C:17](=[C:18]([CH3:21])[C:19]=1[CH3:20])[CH2:16][N:15]([C@H:22]1[C@H:27]([OH:28])[CH2:26][CH2:25][O:24][CH2:23]1)[C:14]2=[O:29])[C:5]#[N:6].C(=O)([O-])[O-:31].[K+].[K+].OO. (5) The reactants are: OC(C(F)(F)F)=O.[OH:8][C:9]1([CH2:15][N:16]2[C:21](=[O:22])[C:20]3[CH:23]=[N:24][N:25]([C:26]4[CH:31]=[CH:30][CH:29]=[CH:28][CH:27]=4)[C:19]=3[N:18]=[CH:17]2)[CH2:14][CH2:13][NH:12][CH2:11][CH2:10]1.[CH2:32]([C@H:39]([CH2:43][NH:44][C:45]([O:47][C:48]([CH3:51])([CH3:50])[CH3:49])=[O:46])[C:40](O)=[O:41])[C:33]1[CH:38]=[CH:37][CH:36]=[CH:35][CH:34]=1. Given the product [C:48]([O:47][C:45](=[O:46])[NH:44][CH2:43][C@H:39]([CH2:32][C:33]1[CH:38]=[CH:37][CH:36]=[CH:35][CH:34]=1)[C:40]([N:12]1[CH2:13][CH2:14][C:9]([OH:8])([CH2:15][N:16]2[C:21](=[O:22])[C:20]3[CH:23]=[N:24][N:25]([C:26]4[CH:31]=[CH:30][CH:29]=[CH:28][CH:27]=4)[C:19]=3[N:18]=[CH:17]2)[CH2:10][CH2:11]1)=[O:41])([CH3:51])([CH3:49])[CH3:50], predict the reactants needed to synthesize it.